This data is from Full USPTO retrosynthesis dataset with 1.9M reactions from patents (1976-2016). The task is: Predict the reactants needed to synthesize the given product. (1) Given the product [CH2:26]([O:30][C:31]1[C:38]([CH3:39])=[CH:37][C:34]([CH:35]=[CH:2][O:3][CH3:4])=[CH:33][C:32]=1[CH3:40])[CH2:27][CH2:28][CH3:29], predict the reactants needed to synthesize it. The reactants are: [Cl-].[CH3:2][O:3][CH2:4][P+](C1C=CC=CC=1)(C1C=CC=CC=1)C1C=CC=CC=1.[H-].[Na+].[CH2:26]([O:30][C:31]1[C:38]([CH3:39])=[CH:37][C:34]([CH:35]=O)=[CH:33][C:32]=1[CH3:40])[CH2:27][CH2:28][CH3:29].O. (2) Given the product [CH3:1][O:2][C:3]1[CH:8]=[CH:7][CH:6]=[CH:5][C:4]=1[C:9]1[NH:10][C:11]2[C:16]([CH:17]=1)=[CH:15][C:14]([C:37]1[CH2:36][N:35]([C:38]([O:40][C:41]([CH3:44])([CH3:43])[CH3:42])=[O:39])[CH2:34][CH:33]=1)=[CH:13][CH:12]=2, predict the reactants needed to synthesize it. The reactants are: [CH3:1][O:2][C:3]1[CH:8]=[CH:7][CH:6]=[CH:5][C:4]=1[C:9]1[NH:10][C:11]2[C:16]([CH:17]=1)=[CH:15][C:14](B1OC(C)(C)C(C)(C)O1)=[CH:13][CH:12]=2.FC(F)(F)S(O[C:33]1[CH2:34][N:35]([C:38]([O:40][C:41]([CH3:44])([CH3:43])[CH3:42])=[O:39])[CH2:36][CH:37]=1)(=O)=O.C(=O)([O-])[O-].[Cs+].[Cs+]. (3) Given the product [C:7]([C:9]1[C:13]2[S:12][CH:16]=[CH:15][C:14]=2[C:17]([C:1]#[C:2][CH2:3][CH2:4][CH2:5][CH3:6])=[C:18]2[S:19][CH:20]=[CH:21][C:22]=12)#[C:8][CH2:33][CH2:29][CH2:30][CH3:31], predict the reactants needed to synthesize it. The reactants are: [CH:1]#[C:2][CH2:3][CH2:4][CH2:5][CH3:6].[CH:7]([Mg]Cl)([CH3:9])[CH3:8].[S:12]1[CH:16]=[CH:15][C:14]2[C:17](=O)[C:18]3[S:19][CH:20]=[CH:21][C:22]=3C(=O)[C:13]1=2.Cl[Sn]Cl.[CH2:29]1[CH2:33]O[CH2:31][CH2:30]1.